From a dataset of Forward reaction prediction with 1.9M reactions from USPTO patents (1976-2016). Predict the product of the given reaction. (1) Given the reactants C[N:2](C)/[CH:3]=[CH:4]/[C:5]1[C:10]([C:11](OCC)=[O:12])=[C:9]([NH:16][C:17]2[CH:22]=[CH:21][CH:20]=[C:19]([C:23]([F:26])([F:25])[F:24])[CH:18]=2)[N:8]=[C:7]([S:27][CH3:28])[N:6]=1.[NH4+].[OH-], predict the reaction product. The product is: [CH3:28][S:27][C:7]1[N:8]=[C:9]([NH:16][C:17]2[CH:22]=[CH:21][CH:20]=[C:19]([C:23]([F:24])([F:25])[F:26])[CH:18]=2)[C:10]2[C:11](=[O:12])[NH:2][CH:3]=[CH:4][C:5]=2[N:6]=1. (2) Given the reactants [C:1]([N:4]1[C:13]2[C:8](=[CH:9][C:10]([C:14]([O:16]CC)=[O:15])=[CH:11][CH:12]=2)[C:7](=O)[CH2:6][C@@H:5]1[CH3:20])(=[O:3])[CH3:2].[O:21]1[CH2:26][CH2:25][N:24]([C:27]2[CH:28]=[C:29]([CH:31]=[CH:32][CH:33]=2)[NH2:30])[CH2:23][CH2:22]1, predict the reaction product. The product is: [C:1]([N:4]1[C:13]2[C:8](=[CH:9][C:10]([C:14]([OH:16])=[O:15])=[CH:11][CH:12]=2)[C@H:7]([NH:30][C:29]2[CH:31]=[CH:32][CH:33]=[C:27]([N:24]3[CH2:25][CH2:26][O:21][CH2:22][CH2:23]3)[CH:28]=2)[CH2:6][C@@H:5]1[CH3:20])(=[O:3])[CH3:2]. (3) Given the reactants Cl.[NH2:2][CH2:3][C:4]([NH:6][CH:7]([C:14]1[CH:19]=[CH:18][C:17]([Cl:20])=[CH:16][CH:15]=1)[C:8]1[CH:13]=[CH:12][CH:11]=[CH:10][CH:9]=1)=[O:5].[N+:21]([C:24]1[CH:32]=[CH:31][C:27]([C:28](O)=[O:29])=[CH:26][CH:25]=1)([O-:23])=[O:22], predict the reaction product. The product is: [Cl:20][C:17]1[CH:18]=[CH:19][C:14]([CH:7]([NH:6][C:4]([CH2:3][NH:2][C:28](=[O:29])[C:27]2[CH:26]=[CH:25][C:24]([N+:21]([O-:23])=[O:22])=[CH:32][CH:31]=2)=[O:5])[C:8]2[CH:13]=[CH:12][CH:11]=[CH:10][CH:9]=2)=[CH:15][CH:16]=1. (4) Given the reactants [CH2:1]([C:7]1[C:8](=[O:15])[O:9][C:10](=[C:12]([Br:14])[Br:13])[CH:11]=1)[CH2:2][CH2:3][CH2:4][CH2:5][CH3:6].[CH2:16]([NH2:23])[C:17]1[CH:22]=[CH:21][CH:20]=[CH:19][CH:18]=1, predict the reaction product. The product is: [CH2:16]([N:23]1[C:10]([CH:12]([Br:14])[Br:13])([OH:9])[CH:11]=[C:7]([CH2:1][CH2:2][CH2:3][CH2:4][CH2:5][CH3:6])[C:8]1=[O:15])[C:17]1[CH:22]=[CH:21][CH:20]=[CH:19][CH:18]=1. (5) Given the reactants Br.Br.[Cl:3][C:4]1[CH:5]=[C:6]([C:11]2[CH:20]=[CH:19][C:14]3[NH:15][C:16]([NH2:18])=[N:17][C:13]=3[CH:12]=2)[CH:7]=[C:8]([F:10])[CH:9]=1.[Cl:21][C:22]1[N:27]2[CH:28]=[C:29]([C:31](O)=[O:32])[N:30]=[C:26]2[CH:25]=[CH:24][CH:23]=1.CN(C(ON1N=NC2C=CC=CC1=2)=[N+](C)C)C.F[P-](F)(F)(F)(F)F.O, predict the reaction product. The product is: [Cl:3][C:4]1[CH:5]=[C:6]([C:11]2[CH:20]=[CH:19][C:14]3[NH:15][C:16]([NH:18][C:31]([C:29]4[N:30]=[C:26]5[CH:25]=[CH:24][CH:23]=[C:22]([Cl:21])[N:27]5[CH:28]=4)=[O:32])=[N:17][C:13]=3[CH:12]=2)[CH:7]=[C:8]([F:10])[CH:9]=1.